Dataset: NCI-60 drug combinations with 297,098 pairs across 59 cell lines. Task: Regression. Given two drug SMILES strings and cell line genomic features, predict the synergy score measuring deviation from expected non-interaction effect. Drug 1: C1=CC(=CC=C1C#N)C(C2=CC=C(C=C2)C#N)N3C=NC=N3. Drug 2: C1=CC=C(C(=C1)C(C2=CC=C(C=C2)Cl)C(Cl)Cl)Cl. Cell line: NCI/ADR-RES. Synergy scores: CSS=5.41, Synergy_ZIP=0.375, Synergy_Bliss=-6.00, Synergy_Loewe=0.395, Synergy_HSA=-4.45.